The task is: Predict which catalyst facilitates the given reaction.. This data is from Catalyst prediction with 721,799 reactions and 888 catalyst types from USPTO. (1) Reactant: [CH3:1][C:2]1[O:6][C:5]([C@H:7]([NH2:13])[C:8]2([CH3:12])[CH2:11][O:10][CH2:9]2)=[CH:4][CH:3]=1.C([O:16][C:17]1[C:20](=[O:21])[C:19](=O)[C:18]=1[NH:23][C:24]1[C:25]([OH:35])=[C:26]([CH:32]=[CH:33][CH:34]=1)[C:27]([N:29]([CH3:31])[CH3:30])=[O:28])C. Product: [OH:35][C:25]1[C:24]([NH:23][C:18]2[C:17](=[O:16])[C:20](=[O:21])[C:19]=2[NH:13][C@@H:7]([C:5]2[O:6][C:2]([CH3:1])=[CH:3][CH:4]=2)[C:8]2([CH3:12])[CH2:9][O:10][CH2:11]2)=[CH:34][CH:33]=[CH:32][C:26]=1[C:27]([N:29]([CH3:31])[CH3:30])=[O:28]. The catalyst class is: 5. (2) Reactant: [NH2:1][C:2]1[C:11]2=[N:12][N:13]([CH2:21][CH2:22][O:23][CH3:24])[C:14]([CH2:15][C:16]([CH3:20])([CH3:19])[C:17]#[N:18])=[C:10]2[C:9]2[CH:8]=[CH:7][CH:6]=[CH:5][C:4]=2[N:3]=1.C([OH:27])C.[OH-].[Na+].OO. Product: [NH2:1][C:2]1[C:11]2=[N:12][N:13]([CH2:21][CH2:22][O:23][CH3:24])[C:14]([CH2:15][C:16]([CH3:20])([CH3:19])[C:17]([NH2:18])=[O:27])=[C:10]2[C:9]2[CH:8]=[CH:7][CH:6]=[CH:5][C:4]=2[N:3]=1. The catalyst class is: 6. (3) Reactant: [NH2:1][C:2]1[N:23]=[CH:22][CH:21]=[CH:20][C:3]=1[C:4]([NH:6][C@@H:7]([CH2:13][C:14]1[CH:19]=[CH:18][CH:17]=[CH:16][CH:15]=1)[C:8](OCC)=[O:9])=[O:5].C1COCC1.[H-].[Na+]. Product: [CH2:13]([C@H:7]1[C:8](=[O:9])[NH:1][C:2]2[N:23]=[CH:22][CH:21]=[CH:20][C:3]=2[C:4](=[O:5])[NH:6]1)[C:14]1[CH:19]=[CH:18][CH:17]=[CH:16][CH:15]=1. The catalyst class is: 6. (4) Product: [Br:1][C:2]1[CH:3]=[C:4]2[C:13](=[CH:14][CH:15]=1)[CH:12]1[CH2:11][CH:10]([CH2:16]1)[N:9]1[C:5]2=[N:6][C:7]([I:18])=[CH:8]1. The catalyst class is: 7. Reactant: [Br:1][C:2]1[CH:3]=[C:4]2[C:13](=[CH:14][CH:15]=1)[CH:12]1[CH2:16][CH:10]([CH2:11]1)[N:9]1[C:5]2=[N:6][C:7]([I:18])=[C:8]1I.CC[Mg+].[Br-]. (5) Reactant: [CH2:1]([O:8][CH2:9][N:10]1[C:14]([C:15]([NH:17][CH3:18])=[O:16])=[C:13]([NH:19][C:20]2[CH:25]=[CH:24][C:23]([Cl:26])=[CH:22][C:21]=2[Cl:27])[N:12]=[C:11]1[CH2:28][CH3:29])[C:2]1[CH:7]=[CH:6][CH:5]=[CH:4][CH:3]=1.C=O.[CH3:32]C1C=CC(S(O)(=O)=O)=CC=1.O.C([O-])(O)=O.[Na+]. Product: [CH2:1]([O:8][CH2:9][N:10]1[C:14]2[C:15](=[O:16])[N:17]([CH3:32])[CH2:18][N:19]([C:20]3[CH:25]=[CH:24][C:23]([Cl:26])=[CH:22][C:21]=3[Cl:27])[C:13]=2[N:12]=[C:11]1[CH2:28][CH3:29])[C:2]1[CH:3]=[CH:4][CH:5]=[CH:6][CH:7]=1. The catalyst class is: 11.